The task is: Predict the reaction yield, written as a fraction of the theoretical maximum amount of product (1.0 means a 100% yield; for example, 0.34 means a 34% yield).. This data is from Reaction yield outcomes from USPTO patents with 853,638 reactions. (1) The reactants are [H-].[Na+].[F:3][C:4]1[CH:9]=[CH:8][C:7]([CH:10]2[C:18]3[C:13](=[CH:14][C:15]([C:19]#[N:20])=[CH:16][CH:17]=3)[CH2:12][O:11]2)=[CH:6][CH:5]=1.[CH3:21][N:22]([CH3:27])[CH2:23][CH2:24][CH2:25]Cl.CS(C)=O. The catalyst is C1COCC1.C1(C)C=CC=CC=1. The product is [CH3:21][N:22]([CH3:27])[CH2:23][CH2:24][CH2:25][C:10]1([C:7]2[CH:8]=[CH:9][C:4]([F:3])=[CH:5][CH:6]=2)[C:18]2[C:13](=[CH:14][C:15]([C:19]#[N:20])=[CH:16][CH:17]=2)[CH2:12][O:11]1. The yield is 0.516. (2) The reactants are [NH:1]1[C:9]2[C:4](=[CH:5][CH:6]=[CH:7][CH:8]=2)[C:3]([CH2:10][C:11]([O:13][CH2:14][CH3:15])=[O:12])=[CH:2]1.C1C(=O)N([Br:23])C(=O)C1.CCN(C(C)C)C(C)C.[CH3:33][C:34]([O:37][C:38]([O:40]C(OC(C)(C)C)=O)=O)([CH3:36])[CH3:35]. The catalyst is C(Cl)Cl.CN(C1C=CN=CC=1)C. The product is [Br:23][C:2]1[N:1]([C:38]([O:37][C:34]([CH3:36])([CH3:35])[CH3:33])=[O:40])[C:9]2[C:4]([C:3]=1[CH2:10][C:11]([O:13][CH2:14][CH3:15])=[O:12])=[CH:5][CH:6]=[CH:7][CH:8]=2. The yield is 0.580. (3) The reactants are CC1(C)C(C)=CC(C)(C)C2C(=O)CCCC1=2.[CH3:17][C:18]1([CH3:37])[C:23]([CH3:24])=[C:22]([CH3:25])[C:21]([CH3:27])([CH3:26])[C:20](=[CH2:28])/[C:19]/1=[C:29](/[O:32][Si](C)(C)C)\[CH:30]=[CH2:31]. No catalyst specified. The product is [CH3:26][C:21]1([CH3:27])[C:22]([CH3:25])=[C:23]([CH3:24])[C:18]([CH3:37])([CH3:17])[C:19]2[C:29](=[O:32])[CH2:30][CH2:31][CH2:28][C:20]1=2. The yield is 0.470. (4) The reactants are Br[C:2]1[CH:7]=[CH:6][C:5]([C:8]2[S:9][CH:10]=[CH:11][C:12]=2[NH:13][S:14]([CH:17]([CH3:19])[CH3:18])(=[O:16])=[O:15])=[CH:4][CH:3]=1.[B:20]1([B:20]2[O:24][C:23]([CH3:26])([CH3:25])[C:22]([CH3:28])([CH3:27])[O:21]2)[O:24][C:23]([CH3:26])([CH3:25])[C:22]([CH3:28])([CH3:27])[O:21]1.CC([O-])=O.[K+]. The catalyst is CN(C=O)C.C1C=CC(P(C2C=CC=CC=2)[C-]2C=CC=C2)=CC=1.C1C=CC(P(C2C=CC=CC=2)[C-]2C=CC=C2)=CC=1.Cl[Pd]Cl.[Fe+2]. The product is [CH3:27][C:22]1([CH3:28])[C:23]([CH3:26])([CH3:25])[O:24][B:20]([C:2]2[CH:7]=[CH:6][C:5]([C:8]3[S:9][CH:10]=[CH:11][C:12]=3[NH:13][S:14]([CH:17]([CH3:19])[CH3:18])(=[O:16])=[O:15])=[CH:4][CH:3]=2)[O:21]1. The yield is 0.430. (5) The reactants are [C:1]([N:4]1[C@H:9]([C:10]2[CH:15]=[CH:14][CH:13]=[CH:12][CH:11]=2)[CH2:8][O:7][C:6](=[O:16])[C@@H:5]1[CH3:17])(=[O:3])[CH3:2].[C:18]([O:22][C:23](=[O:27])[C@H:24]([CH3:26])[NH2:25])([CH3:21])([CH3:20])[CH3:19]. The catalyst is ClCCl. The product is [C:18]([O:22][C:23](=[O:27])[C@H:24]([CH3:26])[NH:25][C:6](=[O:16])[C@H:5]([CH3:17])[N:4]([C:1](=[O:3])[CH3:2])[CH:9]([C:10]1[CH:15]=[CH:14][CH:13]=[CH:12][CH:11]=1)[CH2:8][OH:7])([CH3:21])([CH3:20])[CH3:19]. The yield is 0.340.